This data is from Retrosynthesis with 50K atom-mapped reactions and 10 reaction types from USPTO. The task is: Predict the reactants needed to synthesize the given product. Given the product Cn1c(=O)[nH]c(=O)c2c1c(C#N)c(N1CCN(C(=O)OC(C)(C)C)CC1)n2Cc1ccccc1, predict the reactants needed to synthesize it. The reactants are: CC(C)(C)OC(=O)N1CCNCC1.Cn1c(=O)[nH]c(=O)c2c1c(C#N)c(Br)n2Cc1ccccc1.